Dataset: HIV replication inhibition screening data with 41,000+ compounds from the AIDS Antiviral Screen. Task: Binary Classification. Given a drug SMILES string, predict its activity (active/inactive) in a high-throughput screening assay against a specified biological target. (1) The drug is CCCC[S+](N)(=O)CCC(N)P(=O)(O)O.O=[N+]([O-])c1cc([N+](=O)[O-])c([O-])c([N+](=O)[O-])c1. The result is 0 (inactive). (2) The result is 0 (inactive). The compound is CCOCC(Br)C(OCC)OCC. (3) The compound is CCOC(=O)NN=C(CC)NO. The result is 0 (inactive). (4) The molecule is O=c1c2nn[nH]c2nc2n1CC(c1ccccc1)S2. The result is 0 (inactive). (5) The molecule is CC(=O)NC(CC(C)C(C)=O)C(=O)O. The result is 0 (inactive). (6) The drug is O=c1onc(Nc2ccccc2)n1-c1ccccc1. The result is 0 (inactive). (7) The compound is CCOP(=O)(CN1CCNCCN(CP(=O)(OCC)OCC)CC1)OCC. The result is 0 (inactive).